From a dataset of NCI-60 drug combinations with 297,098 pairs across 59 cell lines. Regression. Given two drug SMILES strings and cell line genomic features, predict the synergy score measuring deviation from expected non-interaction effect. (1) Drug 2: N.N.Cl[Pt+2]Cl. Drug 1: COC1=C2C(=CC3=C1OC=C3)C=CC(=O)O2. Synergy scores: CSS=4.85, Synergy_ZIP=-5.64, Synergy_Bliss=-0.427, Synergy_Loewe=-5.80, Synergy_HSA=0.158. Cell line: MDA-MB-435. (2) Drug 1: C1=CN(C(=O)N=C1N)C2C(C(C(O2)CO)O)O.Cl. Drug 2: CS(=O)(=O)OCCCCOS(=O)(=O)C. Cell line: UACC-257. Synergy scores: CSS=5.09, Synergy_ZIP=-3.34, Synergy_Bliss=-0.0916, Synergy_Loewe=-6.05, Synergy_HSA=-0.126. (3) Synergy scores: CSS=37.2, Synergy_ZIP=-5.92, Synergy_Bliss=-0.297, Synergy_Loewe=-0.947, Synergy_HSA=3.85. Drug 1: COC1=C(C=C2C(=C1)N=CN=C2NC3=CC(=C(C=C3)F)Cl)OCCCN4CCOCC4. Cell line: SN12C. Drug 2: C1=CC(=CC=C1CCCC(=O)O)N(CCCl)CCCl. (4) Drug 1: C1CC(C1)(C(=O)O)C(=O)O.[NH2-].[NH2-].[Pt+2]. Drug 2: CC1=C2C(C(=O)C3(C(CC4C(C3C(C(C2(C)C)(CC1OC(=O)C(C(C5=CC=CC=C5)NC(=O)OC(C)(C)C)O)O)OC(=O)C6=CC=CC=C6)(CO4)OC(=O)C)O)C)O. Cell line: MDA-MB-231. Synergy scores: CSS=2.76, Synergy_ZIP=2.27, Synergy_Bliss=5.99, Synergy_Loewe=-0.284, Synergy_HSA=0.0106. (5) Drug 1: CCC1(CC2CC(C3=C(CCN(C2)C1)C4=CC=CC=C4N3)(C5=C(C=C6C(=C5)C78CCN9C7C(C=CC9)(C(C(C8N6C=O)(C(=O)OC)O)OC(=O)C)CC)OC)C(=O)OC)O.OS(=O)(=O)O. Drug 2: CN1C(=O)N2C=NC(=C2N=N1)C(=O)N. Cell line: SK-MEL-5. Synergy scores: CSS=9.72, Synergy_ZIP=2.58, Synergy_Bliss=3.28, Synergy_Loewe=-49.6, Synergy_HSA=-0.231. (6) Drug 2: C1CCC(C(C1)N)N.C(=O)(C(=O)[O-])[O-].[Pt+4]. Drug 1: CC1=C2C(C(=O)C3(C(CC4C(C3C(C(C2(C)C)(CC1OC(=O)C(C(C5=CC=CC=C5)NC(=O)C6=CC=CC=C6)O)O)OC(=O)C7=CC=CC=C7)(CO4)OC(=O)C)O)C)OC(=O)C. Cell line: LOX IMVI. Synergy scores: CSS=71.3, Synergy_ZIP=0.0683, Synergy_Bliss=0.780, Synergy_Loewe=1.07, Synergy_HSA=4.98. (7) Drug 1: C1CC(=O)NC(=O)C1N2CC3=C(C2=O)C=CC=C3N. Drug 2: C(CCl)NC(=O)N(CCCl)N=O. Cell line: KM12. Synergy scores: CSS=6.93, Synergy_ZIP=-1.06, Synergy_Bliss=2.10, Synergy_Loewe=1.90, Synergy_HSA=2.35. (8) Drug 1: C1=CC=C(C=C1)NC(=O)CCCCCCC(=O)NO. Drug 2: CC(C)CN1C=NC2=C1C3=CC=CC=C3N=C2N. Cell line: HOP-92. Synergy scores: CSS=24.4, Synergy_ZIP=-9.78, Synergy_Bliss=-7.42, Synergy_Loewe=-6.73, Synergy_HSA=-5.69.